From a dataset of Catalyst prediction with 721,799 reactions and 888 catalyst types from USPTO. Predict which catalyst facilitates the given reaction. Product: [S:5]1[CH:4]=[CH:3][CH:7]=[C:6]1[C:11]#[CH:12].[C:4]1([SH:5])[CH:3]=[CH:7][CH:6]=[CH:17][CH:16]=1.[O:8]1[CH:7]=[CH:3][CH:1]=[CH:9]1. The catalyst class is: 17. Reactant: [CH2:1]1[CH2:9][O:8][C:7]2[C:3](=[CH:4][S:5][CH:6]=2)O1.S1C=C[CH:12]=[CH:11]1.N[C:16]1C=CC=C[CH:17]=1.N1C=CC=C1.C(C1C2NC3C(=CC=CC=3)C=2C=CC=1)=C.C#C.C1C2C(C=CC=CC=2)=CC=1.N1C2C(=CC=CC=2)C=C1.C1(C#C)C=CC=CC=1.